From a dataset of Experimentally validated miRNA-target interactions with 360,000+ pairs, plus equal number of negative samples. Binary Classification. Given a miRNA mature sequence and a target amino acid sequence, predict their likelihood of interaction. (1) The miRNA is hsa-miR-130a-3p with sequence CAGUGCAAUGUUAAAAGGGCAU. The protein sequence of the target gene is MLDLEVVPERSLGNEQWEFTLGMPLAQAVAILQKHCRIIKNVQVLYSEQSPLSHDLILNLTQDGIKLMFDAFNQRLKVIEVCDLTKVKLKYCGVHFNSQAIAPTIEQIDQSFGATHPGVYNSAEQLFHLNFRGLSFSFQLDSWTEAPKYEPNFAHGLASLQIPHGATVKRMYIYSGNSLQDTKAPMMPLSCFLGNVYAESVDVLRDGTGPAGLRLRLLAAGCGPGLLADAKMRVFERSVYFGDSCQDVLSMLGSPHKVFYKSEDKMKIHSPSPHKQVPSKCNDYFFNYFTLGVDILFDAN.... Result: 1 (interaction). (2) The miRNA is hsa-miR-4643 with sequence GACACAUGACCAUAAAUGCUAA. The protein sequence of the target gene is MSLSFLLLLFFSHLILSAWAHGEKRLAPKGQPGPAATDRNPRGSSSRQSSSSAMSSSSASSSPAASLGSQGSGLEQSSFQWSPSGRRTGSLYCRVGIGFHLQIYPDGKVNGSHEANMLSVLEIFAVSQGIVGIRGVFSNKFLAMSKKGKLHASAKFTDDCKFRERFQENSYNTYASAIHRTEKTGREWYVALNKRGKAKRGCSPRVKPQHISTHFLPRFKQSEQPELSFTVTVPEKKKPPSPIKPKIPLSAPRKNTNSVKYRLKFRFG. Result: 1 (interaction). (3) The miRNA is hsa-miR-7110-3p with sequence UCUCUCUCCCACUUCCCUGCAG. The protein sequence of the target gene is MQRAAALVRRGCGPRTPSSWGRSQSSAAAEASAVLKVRPERSRRERILTLESMNPQVKAVEYAVRGPIVLKAGEIELELQRGIKKPFTEVIRANIGDAQAMGQQPITFLRQVMALCTYPNLLDSPSFPEDAKKRARRILQACGGNSLGSYSASQGVNCIREDVAAYITRRDGGVPADPDNIYLTTGASDGISTILKILVSGGGKSRTGVMIPIPQYPLYSAVISELDAIQVNYYLDEENCWALNVNELRRAVQEAKDHCDPKVLCIINPGNPTGQVQSRKCIEDVIHFAWEEKLFLLADE.... Result: 1 (interaction). (4) Result: 0 (no interaction). The protein sequence of the target gene is MIKFQERVTFKDVAVVFTKEELALLDKAQINLYQDVMLENFRNLMLVRDGIKNNILNLQAKGLSYLSQEVLHCWQIWKQRIRDLTVSQDYIVNLQEECSPHLEDVSLSEEWAGISLQISENENYVVNAIIKNQDITAWQSLTQVLTPESWRKANIMTEPQNSQGRYKGIYMEEKLYRRAQHDDSLSWTSCDHHESQECKGEDPGRHPNCGKNLGMKSTVEKRNAAHVLPQPFPCNNCGVAFADDTDPHVHHSTHLGEKSYKCDQYGKNFSQSQDLIVHCKTHSGKTPYEFHEWPMGCKQS.... The miRNA is hsa-miR-4526 with sequence GCUGACAGCAGGGCUGGCCGCU. (5) Result: 0 (no interaction). The miRNA is hsa-miR-623 with sequence AUCCCUUGCAGGGGCUGUUGGGU. The protein sequence of the target gene is MNHSPLKTALAYECFQDQDNSTLALPSDQKMKTGTSGRQRVQEQVMMTVKRQKSKSSQSSTLSHSNRGSMYDGLADNYNNYGTTSRSSYFSKFQAGNGSWGYPIYNGTLKREPDNRRFSSYSQMENWSRHYPRGSCATPGAGSDICFMQKIKASRSEPDLYCDPRGTLRKGTLGSKGHKTTQNRCSFYSTCSGQKAVKKCPVRPPSCTSKQDPVYVPPISCNKDLSFGHSRASSKICSEDIECSGLTIPKAVQYLCSQDEKYQAIGAYYIQHTCFQDESAKQQVYQLGGICKLVDLLRSP.... (6) Result: 0 (no interaction). The miRNA is hsa-miR-569 with sequence AGUUAAUGAAUCCUGGAAAGU. The protein sequence of the target gene is MASPQGGQIAIAMRLRNQLQSVYKMDPLRNEEEVRVKIKDLNEHIVCCLCAGYFVDATTITECLHTFCKSCIVKYLQTSKYCPMCNIKIHETQPLLNLKLDRVMQDIVYKLVPGLQDSEEKRIREFYQSRGLDRVTQPTGEEPALSNLGLPFSSFDHSKAHYYRYDEQLNLCLERLSSGKDKNKSVLQNKYVRCSVRAEVRHLRRVLCHRLMLNPQHVQLLFDNEVLPDHMTMKQIWLSRWFGKPSPLLLQYSVKEKRR. (7) The miRNA is mmu-miR-212-3p with sequence UAACAGUCUCCAGUCACGGCCA. The protein sequence of the target gene is MNGPSSRSSHLSQPVVKSVLVYRNGDPFFAGRRVVIHEKKVSSFDVFLKEVTGGVQAPFGAVRNIYTPRTGHRIRKLDQIESGGNYVAGGPEAFKKLNYLDIGEIKKRPMEAVNTEVKPVIHSRINVSARFRKSLHEPCTIFLIANGDLISPASRLLIPKKALNQWDHVLQMVTEKITLRSGAVHRLYTLEGKLVESGAELENGQFYVAVGRDKFKRLPYSELLFDKSAMRRPYGQKASSLPPMVGSRKSKGSGNYRQSKSTIGSSDNSSPQPLKRKGKKDSNSEKPTKVKQSVKSKTSH.... Result: 0 (no interaction). (8) The miRNA is hsa-miR-4503 with sequence UUUAAGCAGGAAAUAGAAUUUA. The protein sequence of the target gene is MSDSAGGRAGLRRYPKLPVWVVEDHQEVLPFIYRAIGSKHLPASNVSFLHFDSHPDLLIPVNMPADTVFDKETLFGELSIENWIMPAVYAGHFSHVIWFHPTWAQQIREGRHHFLVGKDTSTTTIRVTSTDHYFLSDGLYVPEDQLENQKPLQLDVIMVKPYKLCNNQEENDAVSSAKKPKLALEDSENTASTNCDSSSEGLEKDTATQRSDQTCLEPSCSCSSENQECQTAASTGEILEILKKGKAFVLDIDLDFFSVKNPFKEMFTQEEYKILQELYQFKKPGTNLTEEDLVDIVDTR.... Result: 0 (no interaction). (9) The miRNA is dre-let-7a with sequence UGAGGUAGUAGGUUGUAUAGUU. The protein sequence of the target gene is MAPVSGSRSPDREASGSGGRRRSSSKSPKPSKSARSPRGRRSRSHSCSRSGDRNGLTHQLGGLSQGSRNQSYRSRSRSRSRERPSAPRGIPFASASSSVYYGSYSRPYGSDKPWPSLLDKEREESLRQKRLSERERIGELGAPEVWGLSPKNPEPDSDEHTPVEDEEPKKSTTSASTSEEEKKKKSSRSKERSKKRRKKKSSKRKHKKYSEDSDSDSDSETDSSDEDNKRRAKKAKKKEKKKKHRSKKYKKKRSKKSRKESSDSSSKESQEEFLENPWKDRTKAEEPSDLIGPEAPKTLT.... Result: 0 (no interaction). (10) The miRNA is hsa-miR-374b-5p with sequence AUAUAAUACAACCUGCUAAGUG. The protein sequence of the target gene is MTAPVPAPRILLPLLLLLLLTPPPGARGEVCMASRGLSLFPESCPDFCCGTCDDQYCCSDVLKKFVWSEERCAVPEASVPASVEPVEQLGSALRFRPGYNDPMSGFGATLAVGLTIFVLSVVTIIICFTCSCCCLYKTCRRPRPVVTTTTSTTVVHAPYPQPPSVPPSYPGPSYQGYHTMPPQPGMPAAPYPMQYPPPYPAQPMGPPAYHETLAGGAAAPYPASQPPYNPAYMDAPKAAL. Result: 0 (no interaction).